Predict which catalyst facilitates the given reaction. From a dataset of Catalyst prediction with 721,799 reactions and 888 catalyst types from USPTO. (1) Reactant: [Cl:1][C:2]1[CH:32]=[CH:31][CH:30]=[C:29]([Cl:33])[C:3]=1[C:4]([NH:6][CH:7]([C:27]#[N:28])[CH2:8][C:9]1[CH:10]=[C:11]2[C:16](=[CH:17][CH:18]=1)[N:15]=[C:14]([C:19]1[C:24]([Cl:25])=[CH:23][CH:22]=[CH:21][C:20]=1[Cl:26])[CH:13]=[CH:12]2)=[O:5].C[Si]([N:38]=[N+:39]=[N-:40])(C)C.C([Sn](=O)CCCC)CCC. Product: [Cl:1][C:2]1[CH:32]=[CH:31][CH:30]=[C:29]([Cl:33])[C:3]=1[C:4]([NH:6][CH:7]([C:27]1[NH:40][N:39]=[N:38][N:28]=1)[CH2:8][C:9]1[CH:10]=[C:11]2[C:16](=[CH:17][CH:18]=1)[N:15]=[C:14]([C:19]1[C:24]([Cl:25])=[CH:23][CH:22]=[CH:21][C:20]=1[Cl:26])[CH:13]=[CH:12]2)=[O:5]. The catalyst class is: 11. (2) Reactant: [C:1]([O:5][C:6]([N:8]([CH2:10][CH2:11][CH:12]=[CH2:13])[NH2:9])=[O:7])([CH3:4])([CH3:3])[CH3:2].[CH2:14]([O:21][C:22](Cl)=[O:23])[C:15]1[CH:20]=[CH:19][CH:18]=[CH:17][CH:16]=1.CCN(C(C)C)C(C)C. Product: [C:1]([O:5][C:6]([N:8]([CH2:10][CH2:11][CH:12]=[CH2:13])[NH:9][C:22]([O:21][CH2:14][C:15]1[CH:20]=[CH:19][CH:18]=[CH:17][CH:16]=1)=[O:23])=[O:7])([CH3:4])([CH3:3])[CH3:2]. The catalyst class is: 2. (3) Reactant: [S:1]1[CH:5]=[CH:4][C:3]([C:6]([OH:8])=[O:7])=[CH:2]1.[CH2:9]([Li])[CH2:10][CH2:11]C.CC(C)=O.Cl.C1(C)C=CC(S(O)(=O)=O)=CC=1. Product: [CH3:9][C:10]1([CH3:11])[C:2]2[S:1][CH:5]=[CH:4][C:3]=2[C:6](=[O:8])[O:7]1. The catalyst class is: 1. (4) Reactant: [O:1]=[C:2]1[CH2:7][CH2:6][CH:5]([NH:8][C:9](=[O:15])[O:10][C:11]([CH3:14])([CH3:13])[CH3:12])[CH2:4][CH2:3]1.[CH2:16]1COC[CH2:17]1.C([Li])C. The catalyst class is: 6. Product: [CH2:16]([C:2]1([OH:1])[CH2:3][CH2:4][CH:5]([NH:8][C:9](=[O:15])[O:10][C:11]([CH3:12])([CH3:14])[CH3:13])[CH2:6][CH2:7]1)[CH3:17].